Dataset: Catalyst prediction with 721,799 reactions and 888 catalyst types from USPTO. Task: Predict which catalyst facilitates the given reaction. (1) Reactant: [N:1]1([CH2:10][C:11]([C:13]2[CH:14]=[C:15]([C:19]3[CH:23]=[C:22]([CH2:24][CH:25]([CH3:27])[CH3:26])[S:21][C:20]=3[S:28]([NH:31]C(C)(C)C)(=[O:30])=[O:29])[CH:16]=[CH:17][CH:18]=2)=[O:12])[C:5]2[CH:6]=[CH:7][CH:8]=[CH:9][C:4]=2[N:3]=[CH:2]1.C1(OC)C=CC=CC=1.N1(C2C=CC=CN=2)CCCC1.Cl[C:56]([O:58][CH2:59][CH2:60][CH2:61][CH3:62])=[O:57].C(O)(=O)CC(CC(O)=O)(C(O)=O)O. Product: [CH2:59]([O:58][C:56]([NH:31][S:28]([C:20]1[S:21][C:22]([CH2:24][CH:25]([CH3:27])[CH3:26])=[CH:23][C:19]=1[C:15]1[CH:16]=[CH:17][CH:18]=[C:13]([C:11](=[O:12])[CH2:10][N:1]2[C:5]3[CH:6]=[CH:7][CH:8]=[CH:9][C:4]=3[N:3]=[CH:2]2)[CH:14]=1)(=[O:29])=[O:30])=[O:57])[CH2:60][CH2:61][CH3:62]. The catalyst class is: 67. (2) The catalyst class is: 1. Reactant: [C:1]1([C:7]#[C:8][C:9]2[S:10][C:11]([CH:14]=[O:15])=[CH:12][N:13]=2)[CH:6]=[CH:5][CH:4]=[CH:3][CH:2]=1.[C:16]1([Mg]Br)[CH:21]=[CH:20][CH:19]=[CH:18][CH:17]=1.CCOCC. Product: [C:16]1([CH:14]([C:11]2[S:10][C:9]([C:8]#[C:7][C:1]3[CH:6]=[CH:5][CH:4]=[CH:3][CH:2]=3)=[N:13][CH:12]=2)[OH:15])[CH:21]=[CH:20][CH:19]=[CH:18][CH:17]=1. (3) Reactant: [C:1]1([C:7]2[CH2:8][CH2:9][N:10]([CH2:13][CH2:14][CH2:15][C:16]([NH:18][C:19]3[CH:27]=[CH:26][CH:25]=[CH:24][C:20]=3[C:21]([NH2:23])=[O:22])=[O:17])[CH2:11][CH:12]=2)[CH:6]=[CH:5][CH:4]=[CH:3][CH:2]=1.CO. Product: [C:1]1([CH:7]2[CH2:8][CH2:9][N:10]([CH2:13][CH2:14][CH2:15][C:16]([NH:18][C:19]3[CH:27]=[CH:26][CH:25]=[CH:24][C:20]=3[C:21]([NH2:23])=[O:22])=[O:17])[CH2:11][CH2:12]2)[CH:2]=[CH:3][CH:4]=[CH:5][CH:6]=1. The catalyst class is: 153. (4) Reactant: [Br:1][C:2]1[CH:7]=[CH:6][C:5]([OH:8])=[CH:4][CH:3]=1.C[O-].[Na+].[I-].[Na+].Cl[CH2:15][CH2:16][CH2:17][OH:18]. Product: [Br:1][C:2]1[CH:7]=[CH:6][C:5]([O:8][CH2:15][CH2:16][CH2:17][OH:18])=[CH:4][CH:3]=1. The catalyst class is: 131. (5) Product: [OH:6][C@@H:5]([CH2:4][OH:3])[CH2:7][N:8]1[CH:12]=[CH:11][C:10]([NH:13][C:14](=[O:35])[C@@H:15]([N:20]2[CH2:24][C:23]([O:25][C:26]3[CH:31]=[CH:30][C:29]([F:32])=[CH:28][C:27]=3[F:33])=[CH:22][C:21]2=[O:34])[CH2:16][CH:17]([CH3:19])[CH3:18])=[N:9]1. Reactant: CC1(C)[O:6][C@H:5]([CH2:7][N:8]2[CH:12]=[CH:11][C:10]([NH:13][C:14](=[O:35])[C@@H:15]([N:20]3[CH2:24][C:23]([O:25][C:26]4[CH:31]=[CH:30][C:29]([F:32])=[CH:28][C:27]=4[F:33])=[CH:22][C:21]3=[O:34])[CH2:16][CH:17]([CH3:19])[CH3:18])=[N:9]2)[CH2:4][O:3]1.O.C1(C)C=CC(S(O)(=O)=O)=CC=1. The catalyst class is: 125. (6) Reactant: [C:1]([O:4][CH2:5][CH2:6][C:7]1[CH:12]=[CH:11][C:10]([C:13](=O)[CH2:14][CH2:15][C:16]([OH:18])=O)=[CH:9][CH:8]=1)(=[O:3])[CH3:2].O.[NH2:21][NH2:22]. The catalyst class is: 8. Product: [O:18]=[C:16]1[NH:22][N:21]=[C:13]([C:10]2[CH:11]=[CH:12][C:7]([CH2:6][CH2:5][O:4][C:1](=[O:3])[CH3:2])=[CH:8][CH:9]=2)[CH2:14][CH2:15]1. (7) Reactant: [Cl:1][C:2]1[CH:3]=[C:4]([C:8]2[C:13]([O:14][CH3:15])=[CH:12][CH:11]=[C:10]([CH2:16][C:17]3[CH:22]=[CH:21][C:20]([NH2:23])=[CH:19][CH:18]=3)[C:9]=2[F:24])[CH:5]=[CH:6][CH:7]=1.[O-:25][C:26]#[N:27].[Na+].CC(C)=O.CCCCCC. Product: [Cl:1][C:2]1[CH:3]=[C:4]([C:8]2[C:13]([O:14][CH3:15])=[CH:12][CH:11]=[C:10]([CH2:16][C:17]3[CH:18]=[CH:19][C:20]([NH:23][C:26]([NH2:27])=[O:25])=[CH:21][CH:22]=3)[C:9]=2[F:24])[CH:5]=[CH:6][CH:7]=1. The catalyst class is: 313.